Dataset: Orexin1 receptor HTS with 218,158 compounds and 233 confirmed actives. Task: Binary Classification. Given a drug SMILES string, predict its activity (active/inactive) in a high-throughput screening assay against a specified biological target. (1) The compound is Brc1ccc(Sc2n(nc(c2/C=N\O)C(OC)=O)c2ccccc2)cc1. The result is 0 (inactive). (2) The drug is O1CCN(c2nc(c3c(CCCC3)c2C#N)CC)CC1. The result is 0 (inactive).